The task is: Predict the product of the given reaction.. This data is from Forward reaction prediction with 1.9M reactions from USPTO patents (1976-2016). (1) Given the reactants CC(C1C(OC)=C(C(C)(C)C)C=C(P(C2C=C(C(C)(C)C)C(OC)=C(C(C)(C)C)C=2)[C:18]2[CH:23]=[CH:22][C:21]3OCO[C:20]=3[C:19]=2[C:27]2C3OCOC=3C=[CH:29][C:28]=2P(C2C=C(C(C)(C)C)C(OC)=C(C(C)(C)C)C=2)C2C=C(C(C)(C)C)C(OC)=C(C(C)(C)C)C=2)C=1)(C)C.C(=[O:92])C1C=CC=CC=1.C([Si](OC)(OC)OC)=C.[F-].C([N+](CCCC)(CCCC)CCCC)CCC, predict the reaction product. The product is: [C:19]1([CH:27]([OH:92])[CH:28]=[CH2:29])[CH:20]=[CH:21][CH:22]=[CH:23][CH:18]=1. (2) Given the reactants [H-].[H-].[H-].[H-].[Li+].[Al+3].[CH2:7]([C:12]1([C:18](OC)=[O:19])[CH2:17][CH2:16][CH2:15][CH2:14][CH2:13]1)[CH2:8][CH2:9][CH2:10][CH3:11].[OH-].[Na+].[NH4+].[Cl-], predict the reaction product. The product is: [CH2:7]([C:12]1([CH2:18][OH:19])[CH2:13][CH2:14][CH2:15][CH2:16][CH2:17]1)[CH2:8][CH2:9][CH2:10][CH3:11]. (3) Given the reactants Br[C:2]1[CH:3]=[C:4]2[C:9](=[CH:10][CH:11]=1)[N:8]([C:12]1[C:16]3[CH2:17][N:18]([C:21](=[O:23])[CH3:22])[CH2:19][CH2:20][C:15]=3[N:14]([CH:24]3[CH2:29][CH2:28][O:27][CH2:26][CH2:25]3)[N:13]=1)[CH2:7][CH2:6][CH2:5]2.BrN1C(=O)CCC1=O, predict the reaction product. The product is: [N:8]1([C:12]2[C:16]3[CH2:17][N:18]([C:21](=[O:23])[CH3:22])[CH2:19][CH2:20][C:15]=3[N:14]([CH:24]3[CH2:29][CH2:28][O:27][CH2:26][CH2:25]3)[N:13]=2)[C:9]2[C:4](=[CH:3][CH:2]=[CH:11][CH:10]=2)[CH2:5][CH2:6][CH2:7]1. (4) Given the reactants [Cl:1][C:2]1[CH:7]=[C:6]([I:8])[C:5]([O:9]COC)=[CH:4][N:3]=1.Cl, predict the reaction product. The product is: [Cl:1][C:2]1[N:3]=[CH:4][C:5]([OH:9])=[C:6]([I:8])[CH:7]=1. (5) Given the reactants [C:1]([CH2:5][C:6](Cl)=[O:7])([CH3:4])([CH3:3])[CH3:2].[CH2:9]([C:11]1[CH:12]=[CH:13][CH:14]=[C:15]([CH3:18])[C:16]=1N)[CH3:10].C([N:21](CC)CC)C.C(OCC)(=O)C, predict the reaction product. The product is: [CH2:9]([C:11]1[CH:12]=[CH:13][CH:14]=[C:15]([CH3:18])[C:16]=1[CH:5]([C:1]([CH3:4])([CH3:3])[CH3:2])[C:6]([NH2:21])=[O:7])[CH3:10].